From a dataset of Full USPTO retrosynthesis dataset with 1.9M reactions from patents (1976-2016). Predict the reactants needed to synthesize the given product. (1) The reactants are: [I:1][CH2:2][C:3]1[N:4]=[C:5]([C:14]2[CH:19]=[CH:18][C:17](C)=[CH:16][CH:15]=2)[O:6][C:7]=1[C:8]1[CH:13]=CC=CC=1.CC(=NO)C(=O)CC.[F:29][C:30]([F:40])([F:39])C1C=C(C=CC=1)C=O. Given the product [CH2:8]([C:7]1[O:6][C:5]([C:14]2[CH:15]=[CH:16][CH:17]=[C:18]([C:30]([F:40])([F:39])[F:29])[CH:19]=2)=[N:4][C:3]=1[CH2:2][I:1])[CH3:13], predict the reactants needed to synthesize it. (2) Given the product [Si:10]([O:9][CH2:8][CH:7]([N:17]([CH2:27][CH2:28][CH:29]([CH3:31])[CH3:30])[S:18]([C:21]1[CH:26]=[CH:25][CH:24]=[CH:23][CH:22]=1)(=[O:20])=[O:19])[C:4]1[S:5][CH:6]=[C:2]([CH:40]=[O:41])[CH:3]=1)([C:13]([CH3:16])([CH3:15])[CH3:14])([CH3:12])[CH3:11], predict the reactants needed to synthesize it. The reactants are: Br[C:2]1[CH:3]=[C:4]([CH:7]([N:17]([CH2:27][CH2:28][CH:29]([CH3:31])[CH3:30])[S:18]([C:21]2[CH:26]=[CH:25][CH:24]=[CH:23][CH:22]=2)(=[O:20])=[O:19])[CH2:8][O:9][Si:10]([C:13]([CH3:16])([CH3:15])[CH3:14])([CH3:12])[CH3:11])[S:5][CH:6]=1.[Li]CCCC.CN([CH:40]=[O:41])C. (3) Given the product [OH:4][CH2:5][C:6]1[CH:11]=[CH:10][C:9]([C:12]2[N:13]=[C:14]([NH:27][C:28](=[O:30])[CH3:29])[S:15][C:16]=2[C:17]2[CH:22]=[CH:21][C:20]([S:23]([CH3:26])(=[O:25])=[O:24])=[CH:19][CH:18]=2)=[CH:8][CH:7]=1, predict the reactants needed to synthesize it. The reactants are: C([O:4][CH2:5][C:6]1[CH:11]=[CH:10][C:9]([C:12]2[N:13]=[C:14]([NH:27][C:28](=[O:30])[CH3:29])[S:15][C:16]=2[C:17]2[CH:22]=[CH:21][C:20]([S:23]([CH3:26])(=[O:25])=[O:24])=[CH:19][CH:18]=2)=[CH:8][CH:7]=1)(=O)C.C(=O)([O-])[O-].Cl. (4) The reactants are: [Br:1][C:2]1[CH:3]=[C:4]2[C:9](=[CH:10][CH:11]=1)[NH:8][C:7](=[O:12])[CH:6]=[CH:5]2.Br[CH2:14][C:15]([NH2:17])=[O:16].C(=O)([O-])[O-].[K+].[K+]. Given the product [Br:1][C:2]1[CH:3]=[C:4]2[C:9](=[CH:10][CH:11]=1)[N:8]([CH2:14][C:15]([NH2:17])=[O:16])[C:7](=[O:12])[CH:6]=[CH:5]2, predict the reactants needed to synthesize it.